The task is: Predict the reactants needed to synthesize the given product.. This data is from Full USPTO retrosynthesis dataset with 1.9M reactions from patents (1976-2016). (1) Given the product [F:19][C:13]1[CH:14]=[C:15]([F:18])[CH:16]=[CH:17][C:12]=1[C:10]1[N:11]=[C:7]([CH2:6][C:5]2[CH:4]=[CH:3][C:2]([C:45]3[CH:44]=[CH:43][CH:42]=[C:41]([S:40][CH2:39][CH2:38][C:37]([CH3:51])([CH3:50])[CH3:36])[CH:46]=3)=[CH:35][CH:34]=2)[N:8]([C:20]2[CH:21]=[C:22]([N:26]3[S:30](=[O:31])(=[O:32])[NH:29][C:28](=[O:33])[CH2:27]3)[CH:23]=[CH:24][CH:25]=2)[CH:9]=1, predict the reactants needed to synthesize it. The reactants are: Br[C:2]1[CH:35]=[CH:34][C:5]([CH2:6][C:7]2[N:8]([C:20]3[CH:21]=[C:22]([N:26]4[S:30](=[O:32])(=[O:31])[NH:29][C:28](=[O:33])[CH2:27]4)[CH:23]=[CH:24][CH:25]=3)[CH:9]=[C:10]([C:12]3[CH:17]=[CH:16][C:15]([F:18])=[CH:14][C:13]=3[F:19])[N:11]=2)=[CH:4][CH:3]=1.[CH3:36][C:37]([CH3:51])([CH3:50])[CH2:38][CH2:39][S:40][C:41]1[CH:42]=[C:43](B(O)O)[CH:44]=[CH:45][CH:46]=1. (2) The reactants are: C[O:2][C:3](=[O:35])[C@H:4]([CH2:20][CH2:21][CH2:22][CH2:23][NH:24][C:25]([O:27][CH2:28][C:29]1[CH:34]=[CH:33][CH:32]=[CH:31][CH:30]=1)=[O:26])[N:5]([CH2:16][CH:17]([CH3:19])[CH3:18])[S:6]([C:9]1[CH:14]=[CH:13][C:12]([CH3:15])=[CH:11][CH:10]=1)(=[O:8])=[O:7].[OH-].[Na+]. Given the product [CH2:16]([N:5]([S:6]([C:9]1[CH:10]=[CH:11][C:12]([CH3:15])=[CH:13][CH:14]=1)(=[O:8])=[O:7])[CH:4]([C:3]([OH:35])=[O:2])[CH2:20][CH2:21][CH2:22][CH2:23][NH:24][C:25]([O:27][CH2:28][C:29]1[CH:34]=[CH:33][CH:32]=[CH:31][CH:30]=1)=[O:26])[CH:17]([CH3:18])[CH3:19], predict the reactants needed to synthesize it. (3) Given the product [Br-:8].[CH2:9]([N+:2]1([CH3:1])[CH2:7][CH2:6][CH2:5][CH2:4][CH2:3]1)[CH2:10][CH2:11][CH2:12][CH2:13][CH2:14][N+:2]1([CH3:1])[CH2:7][CH2:6][CH2:5][CH2:4][CH2:3]1.[Br-:8], predict the reactants needed to synthesize it. The reactants are: [CH3:1][N:2]1[CH2:7][CH2:6][CH2:5][CH2:4][CH2:3]1.[Br:8][CH2:9][CH2:10][CH2:11][CH:12](Br)[CH2:13][CH3:14]. (4) Given the product [C:1]([O:5][C:6](=[O:18])[CH2:7][N:8]1[C:16]2[C:11](=[CH:12][CH:13]=[C:14]([O:17][CH2:39][CH2:19][C:20]3[S:24][C:23]([C:25]4[CH:26]=[CH:27][C:28]([O:31][C:32]([F:33])([F:34])[F:35])=[CH:29][CH:30]=4)=[N:22][C:21]=3[CH3:36])[CH:15]=2)[CH:10]=[CH:9]1)([CH3:4])([CH3:2])[CH3:3], predict the reactants needed to synthesize it. The reactants are: [C:1]([O:5][C:6](=[O:18])[CH2:7][N:8]1[C:16]2[C:11](=[CH:12][CH:13]=[C:14]([OH:17])[CH:15]=2)[CH:10]=[CH:9]1)([CH3:4])([CH3:3])[CH3:2].[CH3:19][C:20]1[S:24][C:23]([C:25]2[CH:30]=[CH:29][C:28]([O:31][C:32]([F:35])([F:34])[F:33])=[CH:27][CH:26]=2)=[N:22][C:21]=1[CH2:36]CO.[CH2:39](OC(C1SC(C2C=CC(OC(F)(F)F)=CC=2)=NC=1C)=O)C.C1(P(C2C=CC=CC=2)C2C=CC=CC=2)C=CC=CC=1.N(C(OC(C)(C)C)=O)=NC(OC(C)(C)C)=O.